The task is: Predict the product of the given reaction.. This data is from Forward reaction prediction with 1.9M reactions from USPTO patents (1976-2016). Given the reactants [CH3:1][C@@H:2]1[CH2:6][CH2:5][C@@H:4]([CH3:7])[P:3]1[Si](C)(C)C.C[N:13]1[C:17](=[O:18])[C:16](Br)=[C:15](Br)[C:14]1=[O:21], predict the reaction product. The product is: [CH3:1][C@@H:2]1[CH2:6][CH2:5][C@@H:4]([CH3:7])[P:3]1[C:15]1[C:14]([NH:13][C:17](=[O:18])[C:16]=1[P:3]1[C@H:4]([CH3:7])[CH2:5][CH2:6][C@H:2]1[CH3:1])=[O:21].